From a dataset of Full USPTO retrosynthesis dataset with 1.9M reactions from patents (1976-2016). Predict the reactants needed to synthesize the given product. Given the product [Cl:7][C:8]1[CH:9]=[C:10]([NH:22][C:23]2[C:24]3[C:31]4[CH2:32][CH2:33][CH:34]([CH2:36][CH2:37][N:1]5[CH2:6][CH2:5][O:4][CH2:3][CH2:2]5)[CH2:35][C:30]=4[S:29][C:25]=3[N:26]=[CH:27][N:28]=2)[CH:11]=[CH:12][C:13]=1[O:14][CH2:15][C:16]1[CH:21]=[CH:20][CH:19]=[CH:18][N:17]=1, predict the reactants needed to synthesize it. The reactants are: [NH:1]1[CH2:6][CH2:5][O:4][CH2:3][CH2:2]1.[Cl:7][C:8]1[CH:9]=[C:10]([NH:22][C:23]2[C:24]3[C:31]4[CH2:32][CH2:33][CH:34]([CH2:36][CH2:37]OS(C)(=O)=O)[CH2:35][C:30]=4[S:29][C:25]=3[N:26]=[CH:27][N:28]=2)[CH:11]=[CH:12][C:13]=1[O:14][CH2:15][C:16]1[CH:21]=[CH:20][CH:19]=[CH:18][N:17]=1.CCN(C(C)C)C(C)C.CO.C(Cl)Cl.